From a dataset of Reaction yield outcomes from USPTO patents with 853,638 reactions. Predict the reaction yield, written as a fraction of the theoretical maximum amount of product (1.0 means a 100% yield; for example, 0.34 means a 34% yield). (1) The reactants are [NH2:1][C:2]1[N:7]=[CH:6][C:5]([N:8]2[CH2:13][CH2:12][N:11]([C:14]([O:16][C:17]([CH3:20])([CH3:19])[CH3:18])=[O:15])[CH2:10][C:9]2=[O:21])=[CH:4][CH:3]=1.Br[C:23]1[C:24](=[O:31])[N:25]([CH3:30])[CH:26]=[C:27]([Br:29])[CH:28]=1.CC1(C)C2C(=C(P(C3C=CC=CC=3)C3C=CC=CC=3)C=CC=2)OC2C(P(C3C=CC=CC=3)C3C=CC=CC=3)=CC=CC1=2.C([O-])([O-])=O.[Cs+].[Cs+]. The catalyst is O1CCOCC1.C1C=CC(/C=C/C(/C=C/C2C=CC=CC=2)=O)=CC=1.C1C=CC(/C=C/C(/C=C/C2C=CC=CC=2)=O)=CC=1.C1C=CC(/C=C/C(/C=C/C2C=CC=CC=2)=O)=CC=1.[Pd].[Pd]. The product is [Br:29][C:27]1[CH:28]=[C:23]([NH:1][C:2]2[N:7]=[CH:6][C:5]([N:8]3[CH2:13][CH2:12][N:11]([C:14]([O:16][C:17]([CH3:18])([CH3:20])[CH3:19])=[O:15])[CH2:10][C:9]3=[O:21])=[CH:4][CH:3]=2)[C:24](=[O:31])[N:25]([CH3:30])[CH:26]=1. The yield is 0.460. (2) The reactants are [F:1][C:2]1[CH:10]=[CH:9][C:8]([C:11]#[N:12])=[C:7]2[C:3]=1[CH:4]=[CH:5][NH:6]2.[H-].[Na+].[S:15](Cl)([C:18]1[CH:24]=[CH:23][C:21]([CH3:22])=[CH:20][CH:19]=1)(=[O:17])=[O:16].[NH4+].[Cl-]. The catalyst is CN(C=O)C. The product is [F:1][C:2]1[CH:10]=[CH:9][C:8]([C:11]#[N:12])=[C:7]2[C:3]=1[CH:4]=[CH:5][N:6]2[S:15]([C:18]1[CH:24]=[CH:23][C:21]([CH3:22])=[CH:20][CH:19]=1)(=[O:17])=[O:16]. The yield is 0.673.